From a dataset of Full USPTO retrosynthesis dataset with 1.9M reactions from patents (1976-2016). Predict the reactants needed to synthesize the given product. (1) The reactants are: Cl.[F:2][C:3]1[CH:8]=[C:7]([CH:9]2[CH2:14][CH2:13][NH:12][CH2:11][CH2:10]2)[CH:6]=[CH:5][C:4]=1[CH2:15][N:16]([CH2:27][C:28]([F:31])([F:30])[F:29])[S:17]([CH2:20][C:21]1[CH:26]=[CH:25][CH:24]=[CH:23][CH:22]=1)(=[O:19])=[O:18].C(N(CC)C(C)C)(C)C.[C:41](Cl)(=[O:43])[CH3:42]. Given the product [C:41]([N:12]1[CH2:13][CH2:14][CH:9]([C:7]2[CH:6]=[CH:5][C:4]([CH2:15][N:16]([CH2:27][C:28]([F:31])([F:29])[F:30])[S:17]([CH2:20][C:21]3[CH:26]=[CH:25][CH:24]=[CH:23][CH:22]=3)(=[O:19])=[O:18])=[C:3]([F:2])[CH:8]=2)[CH2:10][CH2:11]1)(=[O:43])[CH3:42], predict the reactants needed to synthesize it. (2) Given the product [Br:1][C:2]1[CH:3]=[C:4]([CH:18]=[C:19]([CH2:21][N:22]([CH3:28])[CH2:23][C:24]([F:25])([F:26])[F:27])[CH:20]=1)[CH2:5][O:6][C:7]1[CH:12]=[CH:11][CH:10]=[CH:9][C:8]=1[CH2:13][C:14]([O:16][CH3:17])=[O:15], predict the reactants needed to synthesize it. The reactants are: [Br:1][C:2]1[CH:3]=[C:4]([CH:18]=[C:19]([CH2:21][NH:22][CH2:23][C:24]([F:27])([F:26])[F:25])[CH:20]=1)[CH2:5][O:6][C:7]1[CH:12]=[CH:11][CH:10]=[CH:9][C:8]=1[CH2:13][C:14]([O:16][CH3:17])=[O:15].[C:28](=O)(O)[O-].[Na+].FC(F)(F)S(OC)(=O)=O. (3) Given the product [CH:24]([C:10]1[C:9]([CH2:8][CH2:7][CH2:6][CH:2]=[O:1])=[CH:13][N:12]([C:14]2[CH:19]=[CH:18][C:17]([C:20]([F:21])([F:23])[F:22])=[CH:16][N:15]=2)[N:11]=1)([CH3:26])[CH3:25], predict the reactants needed to synthesize it. The reactants are: [O:1]1CCO[CH:2]1[CH2:6][CH2:7][CH2:8][C:9]1[C:10]([CH:24]([CH3:26])[CH3:25])=[N:11][N:12]([C:14]2[CH:19]=[CH:18][C:17]([C:20]([F:23])([F:22])[F:21])=[CH:16][N:15]=2)[CH:13]=1.Cl.O1CCCC1. (4) The reactants are: [CH3:1][C@:2]1([CH2:17][OH:18])[O:6][C@@H:5]([N:7]2[CH:14]=[CH:13][C:11](=S)[NH:10][C:8]2=[O:9])[C@H:4]([OH:15])[C@@H:3]1[OH:16].[NH3:19]. Given the product [CH3:1][C@:2]1([CH2:17][OH:18])[O:6][C@@H:5]([N:7]2[CH:14]=[CH:13][C:11]([NH2:19])=[N:10][C:8]2=[O:9])[C@H:4]([OH:15])[C@@H:3]1[OH:16], predict the reactants needed to synthesize it. (5) Given the product [C:1]([C:5]1[CH:13]=[CH:12][C:8]([C:9]([NH:14][C:15]2[C:31]([CH3:32])=[CH:30][CH:29]=[CH:28][C:16]=2[C:17]([NH:19][C:20]2[CH:25]=[CH:24][C:23]([O:26][CH3:27])=[CH:22][CH:21]=2)=[O:18])=[O:10])=[CH:7][CH:6]=1)([CH3:4])([CH3:3])[CH3:2], predict the reactants needed to synthesize it. The reactants are: [C:1]([C:5]1[CH:13]=[CH:12][C:8]([C:9](Cl)=[O:10])=[CH:7][CH:6]=1)([CH3:4])([CH3:3])[CH3:2].[NH2:14][C:15]1[C:31]([CH3:32])=[CH:30][CH:29]=[CH:28][C:16]=1[C:17]([NH:19][C:20]1[CH:25]=[CH:24][C:23]([O:26][CH3:27])=[CH:22][CH:21]=1)=[O:18]. (6) Given the product [CH:1]1([C:7]2[CH:15]=[CH:14][C:10]([C:11]([Cl:18])=[O:12])=[CH:9][CH:8]=2)[CH2:6][CH2:5][CH2:4][CH2:3][CH2:2]1, predict the reactants needed to synthesize it. The reactants are: [CH:1]1([C:7]2[CH:15]=[CH:14][C:10]([C:11](O)=[O:12])=[CH:9][CH:8]=2)[CH2:6][CH2:5][CH2:4][CH2:3][CH2:2]1.S(Cl)([Cl:18])=O. (7) Given the product [Cl:1][C:2]1[CH:3]=[CH:4][C:5]([S:8]([NH:11][CH2:12][C:13]2([CH2:18][C:19]3[CH:24]=[CH:23][C:22]([CH2:25][CH2:26][O:27][C:29]4[CH:34]=[CH:33][CH:32]=[CH:31][N:30]=4)=[CH:21][CH:20]=3)[CH2:14][CH2:15][CH2:16][CH2:17]2)(=[O:9])=[O:10])=[CH:6][CH:7]=1, predict the reactants needed to synthesize it. The reactants are: [Cl:1][C:2]1[CH:7]=[CH:6][C:5]([S:8]([NH:11][CH2:12][C:13]2([CH2:18][C:19]3[CH:24]=[CH:23][C:22]([CH2:25][CH2:26][OH:27])=[CH:21][CH:20]=3)[CH2:17][CH2:16][CH2:15][CH2:14]2)(=[O:10])=[O:9])=[CH:4][CH:3]=1.F[C:29]1[CH:34]=[CH:33][CH:32]=[CH:31][N:30]=1.C(=O)([O-])[O-].[K+].[K+]. (8) Given the product [OH:19][C:17]([CH3:18])(/[CH:16]=[CH:15]/[C:9]1[CH:14]=[CH:13][CH:12]=[CH:11][CH:10]=1)[CH2:3][C:4]([O:6][CH2:7][CH3:8])=[O:5], predict the reactants needed to synthesize it. The reactants are: Br[Zn][CH2:3][C:4]([O:6][CH2:7][CH3:8])=[O:5].[C:9]1(/[CH:15]=[CH:16]/[C:17](=[O:19])[CH3:18])[CH:14]=[CH:13][CH:12]=[CH:11][CH:10]=1.Cl.C(OCC)(=O)C. (9) Given the product [C:1]([Si:5]([CH3:18])([CH3:17])[O:6][CH2:7][C:8]([CH3:16])([CH3:15])[CH2:9][C:19]#[N:20])([CH3:4])([CH3:3])[CH3:2], predict the reactants needed to synthesize it. The reactants are: [C:1]([Si:5]([CH3:18])([CH3:17])[O:6][CH2:7][C:8]([CH3:16])([CH3:15])[CH2:9]OS(C)(=O)=O)([CH3:4])([CH3:3])[CH3:2].[C-:19]#[N:20].[K+].O.